This data is from Reaction yield outcomes from USPTO patents with 853,638 reactions. The task is: Predict the reaction yield, written as a fraction of the theoretical maximum amount of product (1.0 means a 100% yield; for example, 0.34 means a 34% yield). (1) The reactants are [CH2:1]([S:8][C:9]([CH3:35])([CH:33]=O)[CH2:10][NH:11][C:12]([C:14]1[NH:15][C:16]2[C:21]([CH:22]=1)=[CH:20][CH:19]=[CH:18][C:17]=2[N:23]([CH3:32])[S:24]([C:27]1[S:28][CH:29]=[CH:30][CH:31]=1)(=[O:26])=[O:25])=[O:13])[C:2]1[CH:7]=[CH:6][CH:5]=[CH:4][CH:3]=1.Cl.[NH2:37][OH:38].C(=O)([O-])[O-].[K+].[K+].CO. The catalyst is O. The product is [CH2:1]([S:8][C:9]([CH3:35])([CH:33]=[N:37][OH:38])[CH2:10][NH:11][C:12]([C:14]1[NH:15][C:16]2[C:21]([CH:22]=1)=[CH:20][CH:19]=[CH:18][C:17]=2[N:23]([CH3:32])[S:24]([C:27]1[S:28][CH:29]=[CH:30][CH:31]=1)(=[O:26])=[O:25])=[O:13])[C:2]1[CH:7]=[CH:6][CH:5]=[CH:4][CH:3]=1. The yield is 0.550. (2) The reactants are [C:1]([C:3]1[C:4]([NH2:9])=[N:5][CH:6]=[CH:7][CH:8]=1)#[CH:2].[CH3:10][C:11]1[N:16]=[C:15]([O:17][CH2:18][C:19]2[CH:24]=[CH:23][C:22]([CH2:25][C:26](Cl)=[N:27][OH:28])=[CH:21][CH:20]=2)[CH:14]=[CH:13][CH:12]=1.C(N(CC)CC)C. The catalyst is O1CCCC1. The product is [CH3:10][C:11]1[N:16]=[C:15]([O:17][CH2:18][C:19]2[CH:24]=[CH:23][C:22]([CH2:25][C:26]3[CH:2]=[C:1]([C:3]4[C:4]([NH2:9])=[N:5][CH:6]=[CH:7][CH:8]=4)[O:28][N:27]=3)=[CH:21][CH:20]=2)[CH:14]=[CH:13][CH:12]=1. The yield is 0.110. (3) The reactants are [C:1]([C:5]1[NH:6][C:7]2[C:12]([CH:13]=1)=[CH:11][CH:10]=[C:9]([N+:14]([O-])=O)[CH:8]=2)([CH3:4])([CH3:3])[CH3:2].[H][H]. The catalyst is CO.[Ni]. The product is [C:1]([C:5]1[NH:6][C:7]2[C:12]([CH:13]=1)=[CH:11][CH:10]=[C:9]([NH2:14])[CH:8]=2)([CH3:4])([CH3:2])[CH3:3]. The yield is 0.890. (4) The reactants are [NH:1]1[CH2:4][CH:3]([C:5]2[CH:6]=[CH:7][C:8]3[O:17][CH2:16][CH2:15][C:14]4[N:10]([N:11]=[C:12]([C:18]5[N:19]([CH:23]([CH3:25])[CH3:24])[N:20]=[CH:21][N:22]=5)[CH:13]=4)[C:9]=3[CH:26]=2)[CH2:2]1.C(N(CC)CC)C.[CH3:34][S:35](Cl)(=[O:37])=[O:36]. The catalyst is C(Cl)Cl. The product is [CH:23]([N:19]1[C:18]([C:12]2[CH:13]=[C:14]3[N:10]([C:9]4[CH:26]=[C:5]([CH:3]5[CH2:2][N:1]([S:35]([CH3:34])(=[O:37])=[O:36])[CH2:4]5)[CH:6]=[CH:7][C:8]=4[O:17][CH2:16][CH2:15]3)[N:11]=2)=[N:22][CH:21]=[N:20]1)([CH3:24])[CH3:25]. The yield is 0.640. (5) The reactants are C(OC([O:9][C:10]([NH:12][CH2:13][CH:14]([CH2:19][CH:20]([CH3:22])[CH3:21])[CH2:15][C:16]([OH:18])=[O:17])=[O:11])C)(=O)C(C)C.C(=O)([O-])O[C:25]1C=CC([N+]([O-])=O)=[CH:27][C:26]=1[CH:34]([O:36][C:37](=[O:41])[CH:38]([CH3:40])[CH3:39])C. No catalyst specified. The product is [C:37]([O:36][CH:34]([O:11][C:10]([NH:12][CH2:13][CH:14]([CH2:19][CH:20]([CH3:22])[CH3:21])[CH2:15][C:16]([OH:18])=[O:17])=[O:9])[CH:26]([CH3:25])[CH3:27])(=[O:41])[CH:38]([CH3:39])[CH3:40]. The yield is 0.510.